This data is from Catalyst prediction with 721,799 reactions and 888 catalyst types from USPTO. The task is: Predict which catalyst facilitates the given reaction. Reactant: CC(OC(/N=N/C(OC(C)(C)C)=O)=O)(C)C.[NH:17]1[C:21]2[CH:22]=[CH:23][CH:24]=[CH:25][C:20]=2[N:19]=[N:18]1.[C:26]1(P([C:26]2[CH:31]=CC=[CH:28][CH:27]=2)[C:26]2[CH:31]=CC=[CH:28][CH:27]=2)[CH:31]=CC=[CH:28][CH:27]=1. The catalyst class is: 2. Product: [CH2:28]([N:18]1[N:19]=[C:20]2[CH:25]=[CH:24][CH:23]=[CH:22][C:21]2=[N:17]1)[CH2:27][C:26]#[CH:31].